Dataset: Reaction yield outcomes from USPTO patents with 853,638 reactions. Task: Predict the reaction yield, written as a fraction of the theoretical maximum amount of product (1.0 means a 100% yield; for example, 0.34 means a 34% yield). (1) The reactants are [C:1]([O:5][C:6]([C@@:8]1([NH:18][S:19]([N:22]2[CH2:26]COC2=O)(=[O:21])=[O:20])[C@@H:10]([C:11]2[CH:16]=[CH:15][CH:14]=[CH:13][CH:12]=2)[C@H:9]1[CH3:17])=[O:7])([CH3:4])([CH3:3])[CH3:2].C([CH:32]1[CH2:37]NC[CH2:34][N:33]1[C:38]([OH:40])=[O:39])(C)(C)C. No catalyst specified. The product is [C:1]([O:40][C:38]([N:33]1[CH2:32][CH2:37][N:22]([S:19](=[O:20])(=[O:21])[NH:18][C@:8]2([C:6]([O:5][C:1]([CH3:3])([CH3:2])[CH3:4])=[O:7])[C@@H:10]([C:11]3[CH:16]=[CH:15][CH:14]=[CH:13][CH:12]=3)[C@H:9]2[CH3:17])[CH2:26][CH2:34]1)=[O:39])([CH3:4])([CH3:3])[CH3:2]. The yield is 0.790. (2) The reactants are [CH3:1][N:2]1[C:6]2[CH:7]=[CH:8][CH:9]=[CH:10][C:5]=2[N:4]=[C:3]1[NH:11][C:12](=[O:19])OCC(Cl)(Cl)Cl.[C:20]1([C:26]2[N:30]=[C:29]([N:31]3[CH2:36][CH2:35][NH:34][CH2:33][CH2:32]3)[S:28][N:27]=2)[CH:25]=[CH:24][CH:23]=[CH:22][CH:21]=1.C(N(C(C)C)CC)(C)C.O. The catalyst is CS(C)=O. The product is [CH3:1][N:2]1[C:6]2[CH:7]=[CH:8][CH:9]=[CH:10][C:5]=2[N:4]=[C:3]1[NH:11][C:12]([N:34]1[CH2:35][CH2:36][N:31]([C:29]2[S:28][N:27]=[C:26]([C:20]3[CH:25]=[CH:24][CH:23]=[CH:22][CH:21]=3)[N:30]=2)[CH2:32][CH2:33]1)=[O:19]. The yield is 0.468. (3) The reactants are [CH3:1][S:2]([CH3:5])(=[O:4])=[O:3].[Li]CCCC.CN(P(N(C)C)(N(C)C)=O)C.[Br:22][C:23]1[CH:28]=[CH:27][C:26]([NH:29][C:30]2[C:31]([CH:40]=[O:41])=[CH:32][C:33]3[NH:37][CH:36]=[N:35][C:34]=3[C:38]=2[F:39])=[C:25]([Cl:42])[CH:24]=1. The catalyst is C1COCC1. The product is [Br:22][C:23]1[CH:28]=[CH:27][C:26]([NH:29][C:30]2[C:31]([CH:40]([OH:41])[CH2:1][S:2]([CH3:5])(=[O:4])=[O:3])=[CH:32][C:33]3[NH:37][CH:36]=[N:35][C:34]=3[C:38]=2[F:39])=[C:25]([Cl:42])[CH:24]=1. The yield is 0.960. (4) The reactants are [CH3:1][N:2]1[CH2:8][CH2:7][CH2:6][C:5]2[CH:9]=[C:10]([NH:13]C(=O)OC(C)(C)C)[CH:11]=[CH:12][C:4]=2[C:3]1=[O:21].C(O)(C(F)(F)F)=O. The catalyst is C(Cl)Cl. The product is [NH2:13][C:10]1[CH:11]=[CH:12][C:4]2[C:3](=[O:21])[N:2]([CH3:1])[CH2:8][CH2:7][CH2:6][C:5]=2[CH:9]=1. The yield is 0.960. (5) The reactants are F.F.F.C(N(CC)CC)C.C(N(CC)CC)C.[Si]([O:35][CH2:36][C@H:37]1[O:41][C@@H:40]([N:42]2[CH:49]=[C:48]([CH3:50])[C:46](=[O:47])[NH:45][C:43]2=[O:44])[C@H:39]([O:51][CH2:52][CH2:53][O:54][N:55]([CH3:57])[CH3:56])[C@@H:38]1[OH:58])(C(C)(C)C)(C1C=CC=CC=1)C1C=CC=CC=1.CO. The catalyst is C1COCC1.C(Cl)Cl. The product is [CH3:56][N:55]([CH3:57])[O:54][CH2:53][CH2:52][O:51][C@@H:39]1[C@H:38]([OH:58])[C@@H:37]([CH2:36][OH:35])[O:41][C@H:40]1[N:42]1[CH:49]=[C:48]([CH3:50])[C:46](=[O:47])[NH:45][C:43]1=[O:44]. The yield is 0.925. (6) The reactants are C(OC(=O)[NH:7][C:8]1[CH:13]=[CH:12][C:11]([CH:14]2[CH2:19][NH:18][S:17](=[O:21])(=[O:20])[NH:16][CH2:15]2)=[CH:10][CH:9]=1)(C)(C)C.C1C(=O)N([Br:30])C(=O)C1. The catalyst is C(O)(C(F)(F)F)=O. The product is [Br:30][C:9]1[CH:10]=[C:11]([CH:14]2[CH2:19][NH:18][S:17](=[O:21])(=[O:20])[NH:16][CH2:15]2)[CH:12]=[CH:13][C:8]=1[NH2:7]. The yield is 0.520. (7) The reactants are [CH2:1]([NH:4][C:5]1[N:6]=[C:7](Cl)[C:8]2[CH:13]=[CH:12][N:11]([CH3:14])[C:9]=2[N:10]=1)[CH2:2][CH3:3].C(O)CCC.C(=O)([O-])[O-].[K+].[K+].Cl.[NH:28]1[CH2:33][CH2:32][CH:31]([OH:34])[CH2:30][CH2:29]1. The catalyst is O. The product is [CH2:1]([NH:4][C:5]1[N:6]=[C:7]([N:28]2[CH2:33][CH2:32][CH:31]([OH:34])[CH2:30][CH2:29]2)[C:8]2[CH:13]=[CH:12][N:11]([CH3:14])[C:9]=2[N:10]=1)[CH2:2][CH3:3]. The yield is 0.750.